From a dataset of Forward reaction prediction with 1.9M reactions from USPTO patents (1976-2016). Predict the product of the given reaction. Given the reactants C[O:2][C:3](=[O:19])[C:4]1[CH:9]=[CH:8][CH:7]=[C:6]([CH2:10][O:11][C:12]2[CH:17]=[CH:16][C:15](I)=[CH:14][CH:13]=2)[CH:5]=1.O1CCOCC1.C(=O)([O-])[O-].[K+].[K+].[NH2:32][C:33]([C:35]1[CH:36]=[C:37](B(O)O)[CH:38]=[CH:39][CH:40]=1)=[O:34], predict the reaction product. The product is: [C:33]([C:35]1[CH:40]=[C:39]([C:15]2[CH:16]=[CH:17][C:12]([O:11][CH2:10][C:6]3[CH:5]=[C:4]([CH:9]=[CH:8][CH:7]=3)[C:3]([OH:2])=[O:19])=[CH:13][CH:14]=2)[CH:38]=[CH:37][CH:36]=1)(=[O:34])[NH2:32].